This data is from Experimentally validated miRNA-target interactions with 360,000+ pairs, plus equal number of negative samples. The task is: Binary Classification. Given a miRNA mature sequence and a target amino acid sequence, predict their likelihood of interaction. (1) The miRNA is mmu-miR-499-5p with sequence UUAAGACUUGCAGUGAUGUUU. The protein sequence of the target gene is MADNSSDEYEEDNKEKKKPSQLTPQQGFSENDDDDDDDSSETDSDDDDDDEEHGAPLEGAYDPADYEHLPVSAEIKELFEYISRYTPQLIDLDHKLKPFIPDFIPAVGDIDAFLKVPRPDGKPDHLGLLVLDEPSTKQSDPTVLSLWLTENSKQHNITQHMKVKSLEDAEKNPKAIDTWIESISELHRSKPPATVHYTRPMPDIDTLMQEWSPEFEELLGKVSLPTVEIDCSLAEYIDMICAILDIPFYKSRIQSLHLLFSLYSEFKNSQHFKALAEGKKVFTPPPNSASQAGDAETLTF.... Result: 0 (no interaction). (2) The miRNA is mmu-miR-470-5p with sequence UUCUUGGACUGGCACUGGUGAGU. The protein sequence of the target gene is MDYSYDEDLDELCPVCGDKVSGYHYGLLTCESCKGFFKRTVQNNKHYTCTESQSCKIDKTQRKRCPFCRFQKCLTVGMRLEAVRADRMRGGRNKFGPMYKRDRALKQQKKAQIRANGFKLETGPPMGVPPPPPPPPDYMLPPSLHAPEPKALVSGPPSGPLGDFGAPSLPMAVPGPHGPLAGYLYPAFSNRTIKSEYPEPYASPPQQPGPPYSYPEPFSGGPNVPELILQLLQLEPEEDQVRARIVGCLQEPAKSRSDQPAPFSLLCRMADQTFISIVDWARRCMVFKELEVADQMTLLQ.... Result: 0 (no interaction). (3) The miRNA is hsa-miR-654-3p with sequence UAUGUCUGCUGACCAUCACCUU. The protein sequence of the target gene is MFSCCFPTSRGCCFRNGGSESLFRQCRRRLIPHPRRLWPFVRRRTQVPQDSPGQALAGQATPEIPSGLPLHIVLVQEEIREPMEAQTHAPGPYADIAALAAPAVEPKPAWEEPPPERALEVEGAPAKDQPSQELPEIMAPTVATGLNAGAENVAGERSGREGVTSTAPASRSHAAPSPGHGGKHGGGDQGIQTGLLYLAGERLLSFAGTTALLLQGLFIVLILVGYISVKVMLKSIKTRLGRRVPAAPPALRRNLLLQAWKCVCNWASRLFAPNVLPRTGS. Result: 0 (no interaction). (4) The miRNA is hsa-miR-3675-3p with sequence CAUCUCUAAGGAACUCCCCCAA. The protein sequence of the target gene is MAEASFGSSSPVGSLSSEDHDFDPTAEMLVHDYDDERTLEEEELMDDGKNFSSEIEDLEKEGNMPLEDLLAFYGYESTIPAVANSSANSSPSELADELPDMTLDKEEIAKDLLSGDDEETQSSADDLTPSVTSHETSEFFPRPLRSNTTCDGDKESEIEDVETDSGNSPEDLRREIMIGLEYQAEIPPYLGEYNGDDEKAYENEDQLLWHPGVLLESKVKEYLVETSLRTGNEKVLDRISSGTHTRDNEQALYELLKCNHNIKEAIERYCCNGKASQEGMTAWTEEECRSFEHALMLHGK.... Result: 0 (no interaction). (5) The miRNA is cel-miR-60-3p with sequence UAUUAUGCACAUUUUCUAGUUCA. The protein sequence of the target gene is MLSSLRRVVPSLPRGSRSLTSQQIFDREKKFGCHNYKPLPVALSKGEGCFVWDVEGKKYFDFLAAYSAVNQGHCHPKLLKVVQEQASTLTLTSRAFYNNVLGEYEEYVTKLFKYDKVLPMNTGVEACESAVKLARRWAYDVKGVKDNEAVVVFAENNFWGRSIAAISASTDPDSFARFGPFVPGFKTVPYNNLKAVEDAIKDKNVAAFMVEPIQGEAGVVLPDPGYLKGVSDLCKKYNVLFITDEVQSGLGRSGKLLAHYHDNVRPDIVVLGKALSGGFYPVSAVLCDDNVMMNIKPGEH.... Result: 1 (interaction).